This data is from Full USPTO retrosynthesis dataset with 1.9M reactions from patents (1976-2016). The task is: Predict the reactants needed to synthesize the given product. (1) Given the product [BrH:20].[Br:20][C:17]1[S:16][C:15]([NH:14][C:10]2[CH:9]=[C:8]([N:5]3[CH2:6][CH2:7][N:2]([CH3:1])[CH2:3][CH2:4]3)[CH:13]=[CH:12][N:11]=2)=[N:19][CH:18]=1, predict the reactants needed to synthesize it. The reactants are: [CH3:1][N:2]1[CH2:7][CH2:6][N:5]([C:8]2[CH:13]=[CH:12][N:11]=[C:10]([NH:14][C:15]3[S:16][CH:17]=[CH:18][N:19]=3)[CH:9]=2)[CH2:4][CH2:3]1.[Br:20]Br.CCOCC. (2) Given the product [C:1]([C:5]1[CH:6]=[C:7]2[C:11](=[CH:12][CH:13]=1)[C:10](=[O:14])[N:9]([CH2:15][CH:16]([C:22](=[O:23])[CH3:27])[C:17]([O:19][CH2:20][CH3:21])=[O:18])[C:8]2=[O:28])([CH3:2])([CH3:3])[CH3:4], predict the reactants needed to synthesize it. The reactants are: [C:1]([C:5]1[CH:6]=[C:7]2[C:11](=[CH:12][CH:13]=1)[C:10](=[O:14])[N:9]([CH2:15][CH:16]([C:22]1([CH3:27])OCC[O:23]1)[C:17]([O:19][CH2:20][CH3:21])=[O:18])[C:8]2=[O:28])([CH3:4])([CH3:3])[CH3:2].O.C1(C)C=CC(S(O)(=O)=O)=CC=1.